This data is from Reaction yield outcomes from USPTO patents with 853,638 reactions. The task is: Predict the reaction yield, written as a fraction of the theoretical maximum amount of product (1.0 means a 100% yield; for example, 0.34 means a 34% yield). (1) The catalyst is C(#N)C. The product is [CH:1]1([CH2:4][CH2:5][NH:6][C:7]([C:9]2[N:10]=[N:11][C:12]([N:16]3[CH2:21][CH2:20][NH:19][CH2:18][CH2:17]3)=[CH:13][CH:14]=2)=[O:8])[CH2:3][CH2:2]1. The yield is 0.880. The reactants are [CH:1]1([CH2:4][CH2:5][NH:6][C:7]([C:9]2[N:10]=[N:11][C:12](Cl)=[CH:13][CH:14]=2)=[O:8])[CH2:3][CH2:2]1.[NH:16]1[CH2:21][CH2:20][NH:19][CH2:18][CH2:17]1. (2) The reactants are [N:1]([CH2:4][C@H:5]([CH3:26])[C@@H:6]([O:18][Si:19]([C:22]([CH3:25])([CH3:24])[CH3:23])([CH3:21])[CH3:20])[C@H:7]([NH:10][C:11](=[O:17])[O:12][C:13]([CH3:16])([CH3:15])[CH3:14])[CH2:8][OH:9])=[N+:2]=[N-:3].[CH3:27][S:28](Cl)(=[O:30])=[O:29]. The catalyst is N1C=CC=CC=1.CN(C1C=CN=CC=1)C.CCOCC.C(OCC)(=O)C. The product is [CH3:27][S:28]([O:9][CH2:8][C@@H:7]([NH:10][C:11]([O:12][C:13]([CH3:16])([CH3:14])[CH3:15])=[O:17])[C@H:6]([O:18][Si:19]([C:22]([CH3:25])([CH3:24])[CH3:23])([CH3:20])[CH3:21])[C@@H:5]([CH3:26])[CH2:4][N:1]=[N+:2]=[N-:3])(=[O:30])=[O:29]. The yield is 0.900. (3) The reactants are CO.[Cl:3][C:4]1[CH:9]=[C:8]([N+:10]([O-])=O)[CH:7]=[C:6]([Cl:13])[C:5]=1[S:14][C:15]1[CH:20]=[CH:19][CH:18]=[C:17]([C:21]([F:24])([F:23])[F:22])[CH:16]=1.[Cl-].[NH4+]. The catalyst is O.[Fe]. The product is [Cl:13][C:6]1[CH:7]=[C:8]([CH:9]=[C:4]([Cl:3])[C:5]=1[S:14][C:15]1[CH:20]=[CH:19][CH:18]=[C:17]([C:21]([F:23])([F:22])[F:24])[CH:16]=1)[NH2:10]. The yield is 0.840. (4) The reactants are [CH:1]1[C:13]2[NH:12][C:11]3[C:6](=[CH:7][CH:8]=[CH:9][CH:10]=3)[C:5]=2[CH:4]=[CH:3][CH:2]=1.[H-].[Na+].Cl[C:17]1[N:22]=[C:21]([Cl:23])[CH:20]=[C:19]([Cl:24])[N:18]=1. The catalyst is CN(C=O)C. The product is [Cl:24][C:19]1[CH:20]=[C:21]([Cl:23])[N:22]=[C:17]([N:12]2[C:11]3[CH:10]=[CH:9][CH:8]=[CH:7][C:6]=3[C:5]3[C:13]2=[CH:1][CH:2]=[CH:3][CH:4]=3)[N:18]=1. The yield is 0.410.